From a dataset of Catalyst prediction with 721,799 reactions and 888 catalyst types from USPTO. Predict which catalyst facilitates the given reaction. (1) Product: [Br:1][C:2]1[CH:3]=[C:4]([CH:8]=[CH:9][C:10]=1[C:11]([N:13]1[CH2:17][CH2:16][CH2:15][CH2:14]1)=[O:12])[C:5]([O:7][CH3:18])=[O:6]. The catalyst class is: 9. Reactant: [Br:1][C:2]1[CH:3]=[C:4]([CH:8]=[CH:9][C:10]=1[C:11]([N:13]1[CH2:17][CH2:16][CH2:15][CH2:14]1)=[O:12])[C:5]([OH:7])=[O:6].[C:18](=O)([O-])[O-].[Cs+].[Cs+].IC. (2) Reactant: [CH2:1]([S:3]([C:6]1[CH:34]=[CH:33][C:9]([CH2:10][NH:11][C:12]([C:14]2[CH:15]=[C:16]3[CH2:22][N:21](C(OC(C)(C)C)=O)[C@@H:20]([CH:30]([CH3:32])[CH3:31])[C:17]3=[N:18][CH:19]=2)=[O:13])=[CH:8][CH:7]=1)(=[O:5])=[O:4])[CH3:2].FC(F)(F)C(O)=O. Product: [CH2:1]([S:3]([C:6]1[CH:7]=[CH:8][C:9]([CH2:10][NH:11][C:12]([C:14]2[CH:15]=[C:16]3[CH2:22][NH:21][C@@H:20]([CH:30]([CH3:31])[CH3:32])[C:17]3=[N:18][CH:19]=2)=[O:13])=[CH:33][CH:34]=1)(=[O:5])=[O:4])[CH3:2]. The catalyst class is: 2.